From a dataset of Reaction yield outcomes from USPTO patents with 853,638 reactions. Predict the reaction yield, written as a fraction of the theoretical maximum amount of product (1.0 means a 100% yield; for example, 0.34 means a 34% yield). (1) The reactants are [CH3:1][C:2]1[C:7]([CH3:8])=[C:6]([O:9][CH2:10][CH2:11][C:12]2([CH2:17][CH2:18][CH3:19])[O:16][CH2:15][CH2:14][O:13]2)[CH:5]=[CH:4][N+:3]=1[O-]. The catalyst is C(OC(=O)C)(=O)C. The product is [C:12]([O:16][CH2:1][C:2]1[C:7]([CH3:8])=[C:6]([O:9][CH2:10][CH2:11][C:12]2([CH2:17][CH2:18][CH3:19])[O:16][CH2:15][CH2:14][O:13]2)[CH:5]=[CH:4][N:3]=1)(=[O:13])[CH3:11]. The yield is 0.676. (2) The reactants are [CH3:1][C:2]1[CH:7]=[CH:6][N:5]=[CH:4][C:3]=1[N:8]1[CH2:12][CH2:11][NH:10][C:9]1=[O:13].Br[C:15]1[CH:16]=[N:17][N:18]([C:20]([C:33]2[CH:38]=[CH:37][CH:36]=[CH:35][CH:34]=2)([C:27]2[CH:32]=[CH:31][CH:30]=[CH:29][CH:28]=2)[C:21]2[CH:26]=[CH:25][CH:24]=[CH:23][CH:22]=2)[CH:19]=1.N[C@@H]1CCCC[C@H]1N.C(=O)([O-])[O-].[K+].[K+]. The catalyst is [Cu](I)I.O1CCOCC1. The product is [CH3:1][C:2]1[CH:7]=[CH:6][N:5]=[CH:4][C:3]=1[N:8]1[CH2:12][CH2:11][N:10]([C:15]2[CH:16]=[N:17][N:18]([C:20]([C:27]3[CH:32]=[CH:31][CH:30]=[CH:29][CH:28]=3)([C:21]3[CH:22]=[CH:23][CH:24]=[CH:25][CH:26]=3)[C:33]3[CH:38]=[CH:37][CH:36]=[CH:35][CH:34]=3)[CH:19]=2)[C:9]1=[O:13]. The yield is 0.600. (3) The reactants are [F:1][C:2]([F:21])([C:6]1[CH:11]=[CH:10][CH:9]=[C:8]([O:12][CH2:13][CH2:14][N:15]2[CH2:20][CH2:19][CH2:18][CH2:17][CH2:16]2)[CH:7]=1)[C:3]([OH:5])=O.Cl.[NH2:23][CH2:24][C:25]1[CH:26]=[C:27]2[C:31](=[CH:32][CH:33]=1)[C:30](=[O:34])[N:29]([CH:35]1[CH2:40][CH2:39][C:38](=[O:41])[NH:37][C:36]1=[O:42])[CH2:28]2.C(N(CC)C(C)C)(C)C.F[P-](F)(F)(F)(F)F.CN(C(N(C)C)=[N+]1C2C(=NC=CC=2)[N+]([O-])=N1)C. The catalyst is CN(C)C=O.O. The product is [O:42]=[C:36]1[CH:35]([N:29]2[CH2:28][C:27]3[C:31](=[CH:32][CH:33]=[C:25]([CH2:24][NH:23][C:3](=[O:5])[C:2]([F:1])([F:21])[C:6]4[CH:11]=[CH:10][CH:9]=[C:8]([O:12][CH2:13][CH2:14][N:15]5[CH2:20][CH2:19][CH2:18][CH2:17][CH2:16]5)[CH:7]=4)[CH:26]=3)[C:30]2=[O:34])[CH2:40][CH2:39][C:38](=[O:41])[NH:37]1. The yield is 0.0900. (4) The reactants are Cl[CH2:2][CH2:3][CH2:4][CH2:5][C:6]1([C:10]([O:12][CH2:13][CH3:14])=[O:11])[CH2:9][CH2:8][CH2:7]1.[Na+].[I-:16]. No catalyst specified. The product is [I:16][CH2:2][CH2:3][CH2:4][CH2:5][C:6]1([C:10]([O:12][CH2:13][CH3:14])=[O:11])[CH2:9][CH2:8][CH2:7]1. The yield is 0.990. (5) The reactants are [CH:1]1([CH:7]2[CH:16]3[CH2:17][CH2:18][CH2:19][O:20][CH:15]3[C:14]3[CH:13]=[C:12]([O:21][CH2:22][CH2:23][CH:24]([CH3:26])[CH3:25])[CH:11]=[CH:10][C:9]=3[NH:8]2)[CH2:6][CH2:5][CH2:4][CH2:3][CH2:2]1.[BH-](OC(C)=O)(OC(C)=O)O[C:29](C)=O.[Na+].C=O. The catalyst is CO. The product is [CH:1]1([CH:7]2[CH:16]3[CH2:17][CH2:18][CH2:19][O:20][CH:15]3[C:14]3[CH:13]=[C:12]([O:21][CH2:22][CH2:23][CH:24]([CH3:26])[CH3:25])[CH:11]=[CH:10][C:9]=3[N:8]2[CH3:29])[CH2:2][CH2:3][CH2:4][CH2:5][CH2:6]1. The yield is 0.150.